This data is from Peptide-MHC class II binding affinity with 134,281 pairs from IEDB. The task is: Regression. Given a peptide amino acid sequence and an MHC pseudo amino acid sequence, predict their binding affinity value. This is MHC class II binding data. The peptide sequence is STNIRQAGVQYSR. The MHC is HLA-DQA10501-DQB10301 with pseudo-sequence HLA-DQA10501-DQB10301. The binding affinity (normalized) is 0.862.